Dataset: Forward reaction prediction with 1.9M reactions from USPTO patents (1976-2016). Task: Predict the product of the given reaction. (1) Given the reactants C[O:2][C:3](=O)[C:4]1C=CC(C)=CC=1CC=O.[CH3:15][O:16][C:17](=[O:30])[C:18]1[CH:23]=[C:22](Br)[CH:21]=[CH:20][C:19]=1[O:25][CH2:26][CH2:27][CH2:28][CH3:29], predict the reaction product. The product is: [CH3:15][O:16][C:17](=[O:30])[C:18]1[CH:23]=[C:22]([CH2:4][CH:3]=[O:2])[CH:21]=[CH:20][C:19]=1[O:25][CH2:26][CH2:27][CH2:28][CH3:29]. (2) Given the reactants [OH-].[Na+].[Br:3][C:4]1[CH:9]=[CH:8][C:7]([N+:10]([O-:12])=O)=[CH:6][CH:5]=1.[Cl:13][C:14]1[CH:15]=[C:16]([CH2:20]C#N)[CH:17]=[CH:18][CH:19]=1.O, predict the reaction product. The product is: [Br:3][C:4]1[CH:5]=[CH:6][C:7]2[C:8]([CH:9]=1)=[C:20]([C:16]1[CH:17]=[CH:18][CH:19]=[C:14]([Cl:13])[CH:15]=1)[O:12][N:10]=2. (3) Given the reactants [N:1]([CH2:4][C@@H:5]1[CH2:10][NH:9][C:8]2[CH:11]=[CH:12][CH:13]=[C:14](Br)[C:7]=2[O:6]1)=[N+:2]=[N-:3].[Cl:16][C:17]1[CH:22]=[CH:21][CH:20]=[CH:19][C:18]=1B(O)O, predict the reaction product. The product is: [N:1]([CH2:4][C@@H:5]1[CH2:10][NH:9][C:8]2[CH:11]=[CH:12][CH:13]=[C:14]([C:18]3[CH:19]=[CH:20][CH:21]=[CH:22][C:17]=3[Cl:16])[C:7]=2[O:6]1)=[N+:2]=[N-:3].